This data is from Forward reaction prediction with 1.9M reactions from USPTO patents (1976-2016). The task is: Predict the product of the given reaction. (1) Given the reactants [NH2:1][CH:2]([C:5]1[C:6](=[O:16])[NH:7][C:8]([CH:11]2[CH2:15][CH2:14][CH2:13][CH2:12]2)=[N:9][N:10]=1)[CH2:3][CH3:4].[CH3:17][C:18]1([C:25](Cl)=[O:26])[CH2:23][CH2:22][CH:21]([CH3:24])[CH2:20][CH2:19]1, predict the reaction product. The product is: [CH:11]1([C:8]2[NH:7][C:6](=[O:16])[C:5]([CH:2]([NH:1][C:25]([C:18]3([CH3:17])[CH2:23][CH2:22][CH:21]([CH3:24])[CH2:20][CH2:19]3)=[O:26])[CH2:3][CH3:4])=[N:10][N:9]=2)[CH2:15][CH2:14][CH2:13][CH2:12]1. (2) Given the reactants [CH2:1]([O:3][C:4]([C:6]1[C:11](=[O:12])[N:10]2[C:13]([CH2:23][N:24]([CH3:32])[CH2:25][C:26]3[CH:31]=[CH:30][CH:29]=[CH:28][CH:27]=3)=[C:14]([C:16]3[CH:21]=[CH:20][C:19]([NH2:22])=[CH:18][CH:17]=3)[N:15]=[C:9]2[N:8]([CH2:33][C:34]2[C:39]([F:40])=[CH:38][CH:37]=[CH:36][C:35]=2[F:41])[CH:7]=1)=[O:5])[CH3:2].O.[CH:43](Cl)(Cl)Cl, predict the reaction product. The product is: [CH:1]([O:3][C:4]([C:6]1[C:11](=[O:12])[N:10]2[C:13]([CH2:23][N:24]([CH3:32])[CH2:25][C:26]3[CH:31]=[CH:30][CH:29]=[CH:28][CH:27]=3)=[C:14]([C:16]3[CH:17]=[CH:18][C:19]([NH2:22])=[CH:20][CH:21]=3)[N:15]=[C:9]2[N:8]([CH2:33][C:34]2[C:35]([F:41])=[CH:36][CH:37]=[CH:38][C:39]=2[F:40])[CH:7]=1)=[O:5])([CH3:43])[CH3:2]. (3) Given the reactants Cl.[O:2]1[C:6]2[CH:7]=[CH:8][CH:9]=[C:10]([CH:11]3[CH2:16][CH2:15][N:14]([CH2:17][CH2:18][C@H:19]4[CH2:24][CH2:23][C@H:22]([NH2:25])[CH2:21][CH2:20]4)[CH2:13][CH2:12]3)[C:5]=2[O:4][CH2:3]1.C(N(CC)CC)C.[C:33](Cl)(=[O:36])[O:34][CH3:35], predict the reaction product. The product is: [CH3:35][O:34][C:33](=[O:36])[NH:25][C@H:22]1[CH2:21][CH2:20][C@H:19]([CH2:18][CH2:17][N:14]2[CH2:15][CH2:16][CH:11]([C:10]3[C:5]4[O:4][CH2:3][O:2][C:6]=4[CH:7]=[CH:8][CH:9]=3)[CH2:12][CH2:13]2)[CH2:24][CH2:23]1. (4) Given the reactants [H-].[Na+].[OH:3][CH:4]1[CH2:8][CH2:7][O:6][CH2:5]1.F[C:10]1[CH:15]=[CH:14][CH:13]=[CH:12][C:11]=1[N+:16]([O-:18])=[O:17].O, predict the reaction product. The product is: [N+:16]([C:11]1[CH:12]=[CH:13][CH:14]=[CH:15][C:10]=1[O:3][CH:4]1[CH2:8][CH2:7][O:6][CH2:5]1)([O-:18])=[O:17]. (5) Given the reactants [Si]([O:8][CH:9]([CH2:20][O:21][C:22]1[CH:27]=[CH:26][CH:25]=[C:24]([C:28]2[N:33]=[C:32]([N:34]([CH3:41])[CH:35]3[CH2:40][CH2:39][O:38][CH2:37][CH2:36]3)[CH:31]=[C:30]([C:42]3[C:50]4[CH:49]=[N:48][CH:47]=[N:46][C:45]=4[N:44]([S:51]([CH3:54])(=[O:53])=[O:52])[CH:43]=3)[N:29]=2)[CH:23]=1)[CH2:10][N:11](C)[C:12](=[O:18])[O:13]C(C)(C)C)(C(C)(C)C)(C)C, predict the reaction product. The product is: [CH3:41][N:34]([CH:35]1[CH2:36][CH2:37][O:38][CH2:39][CH2:40]1)[C:32]1[CH:31]=[C:30]([C:42]2[C:50]3[CH:49]=[N:48][CH:47]=[N:46][C:45]=3[N:44]([S:51]([CH3:54])(=[O:53])=[O:52])[CH:43]=2)[N:29]=[C:28]([C:24]2[CH:23]=[C:22]([CH:27]=[CH:26][CH:25]=2)[O:21][CH2:20][CH:9]([OH:8])[CH2:10][NH:11][CH3:12])[N:33]=1.[CH:12]([OH:18])=[O:13].